From a dataset of Forward reaction prediction with 1.9M reactions from USPTO patents (1976-2016). Predict the product of the given reaction. (1) Given the reactants [CH3:1][O:2][C:3]1[C:8]([N+:9]([O-])=O)=[C:7]([O:12][CH3:13])[N:6]=[C:5]([N:14]2[CH2:19][CH2:18][CH:17]([O:20][CH3:21])[CH2:16][CH2:15]2)[N:4]=1, predict the reaction product. The product is: [CH3:13][O:12][C:7]1[C:8]([NH2:9])=[C:3]([O:2][CH3:1])[N:4]=[C:5]([N:14]2[CH2:19][CH2:18][CH:17]([O:20][CH3:21])[CH2:16][CH2:15]2)[N:6]=1. (2) Given the reactants C([N:9]1[CH2:14][CH2:13][C:12]2([CH2:23][C:22](=[O:24])[C:21]3[C:16](=[CH:17][CH:18]=[C:19]([NH:25][S:26]([CH3:29])(=[O:28])=[O:27])[CH:20]=3)[O:15]2)[CH2:11][CH2:10]1)(=O)C1C=CC=CC=1.C(O)C.[ClH:33].CO, predict the reaction product. The product is: [ClH:33].[O:24]=[C:22]1[C:21]2[C:16](=[CH:17][CH:18]=[C:19]([NH:25][S:26]([CH3:29])(=[O:28])=[O:27])[CH:20]=2)[O:15][C:12]2([CH2:11][CH2:10][NH:9][CH2:14][CH2:13]2)[CH2:23]1. (3) Given the reactants [CH:1]([O:3][CH2:4][CH3:5])=[CH2:2].[C:6]([O:9][CH2:10][CH3:11])(=[O:8])[CH3:7].[C:12]1([CH3:22])[CH:17]=[CH:16]C(S(O)(=O)=O)=[CH:14][CH:13]=1, predict the reaction product. The product is: [CH2:1]([O:3][CH2:4][CH2:5][O:9][C:10]1[CH:11]=[CH:22][C:12]([CH:17]=[CH2:16])=[CH:13][CH:14]=1)[CH3:2].[OH:3][C:4]1[CH:5]=[CH:22][C:12]([CH:17]=[CH2:16])=[CH:13][CH:14]=1.[C:6]([O:9][CH:10]([CH3:12])[CH2:11][O:3][CH3:1])(=[O:8])[CH3:7].